Dataset: Full USPTO retrosynthesis dataset with 1.9M reactions from patents (1976-2016). Task: Predict the reactants needed to synthesize the given product. (1) Given the product [OH:32][CH:30]1[CH2:29][O:28][N:27]([C:25]([C:10]2[C:11]3[C:16](=[O:17])[N:15]([CH3:18])[C:14](=[O:19])[N:13]([CH2:20][CH:21]([CH3:23])[CH3:22])[C:12]=3[S:24][C:9]=2[CH2:8][C@H:39]2[C:38](=[O:41])[N:37]=[CH:36][C:35]([CH3:34])=[N:40]2)=[O:26])[CH2:31]1, predict the reactants needed to synthesize it. The reactants are: ClC1N=C(C)N([CH2:8][C:9]2[S:24][C:12]3[N:13]([CH2:20][CH:21]([CH3:23])[CH3:22])[C:14](=[O:19])[N:15]([CH3:18])[C:16](=[O:17])[C:11]=3[C:10]=2[C:25]([N:27]2[CH2:31][C@H:30]([OH:32])[CH2:29][O:28]2)=[O:26])C=1Cl.[CH3:34][C:35]1[CH:36]=[N:37][C:38](=[O:41])[CH2:39][N:40]=1. (2) The reactants are: Cl[CH2:2][C:3]1[S:4][C:5]2[C:11]([O:12][CH3:13])=[C:10]([O:14][CH3:15])[C:9]([O:16][CH3:17])=[CH:8][C:6]=2[N:7]=1.[NH:18]1[CH2:24][CH2:23][CH2:22][NH:21][CH2:20][CH2:19]1. Given the product [CH3:17][O:16][C:9]1[C:10]([O:14][CH3:15])=[C:11]([O:12][CH3:13])[C:5]2[S:4][C:3]([CH2:2][N:18]3[CH2:24][CH2:23][CH2:22][N:21]([CH2:2][C:3]4[S:4][C:5]5[C:11]([O:12][CH3:13])=[C:10]([O:14][CH3:15])[C:9]([O:16][CH3:17])=[CH:8][C:6]=5[N:7]=4)[CH2:20][CH2:19]3)=[N:7][C:6]=2[CH:8]=1, predict the reactants needed to synthesize it. (3) Given the product [CH3:1][C:2]([S:23]([CH3:26])(=[O:24])=[O:25])([CH2:6][CH2:7][C:8]1[CH:13]=[CH:12][C:11]([B:14]2[O:15][C:16]([CH3:21])([CH3:22])[C:17]([CH3:20])([CH3:19])[O:18]2)=[CH:10][CH:9]=1)[C:3]([NH:34][O:33][CH:28]1[CH2:29][CH2:30][CH2:31][CH2:32][O:27]1)=[O:5], predict the reactants needed to synthesize it. The reactants are: [CH3:1][C:2]([S:23]([CH3:26])(=[O:25])=[O:24])([CH2:6][CH2:7][C:8]1[CH:13]=[CH:12][C:11]([B:14]2[O:18][C:17]([CH3:20])([CH3:19])[C:16]([CH3:22])([CH3:21])[O:15]2)=[CH:10][CH:9]=1)[C:3]([OH:5])=O.[O:27]1[CH2:32][CH2:31][CH2:30][CH2:29][CH:28]1[O:33][NH2:34].BrC1C=CC(CCC(C)(S(C)(=O)=O)C(NOC2CCCCO2)=O)=CC=1. (4) Given the product [C:16]1([C:21]2[CH:26]=[CH:25][CH:24]=[CH:23][CH:22]=2)[CH:17]=[CH:18][CH:19]=[CH:20][C:15]=1[CH2:14][N:11]1[CH2:10][CH2:9][NH:8][CH2:13][CH2:12]1, predict the reactants needed to synthesize it. The reactants are: C(OC([N:8]1[CH2:13][CH2:12][N:11]([CH2:14][C:15]2[CH:20]=[CH:19][CH:18]=[CH:17][C:16]=2[C:21]2[CH:26]=[CH:25][CH:24]=[CH:23][CH:22]=2)[CH2:10][CH2:9]1)=O)(C)(C)C.C(O)(C(F)(F)F)=O.